From a dataset of Forward reaction prediction with 1.9M reactions from USPTO patents (1976-2016). Predict the product of the given reaction. (1) Given the reactants [F:1][C:2]([F:29])([F:28])[C:3]1[CH:8]=[CH:7][C:6]([C:9]2[C:13]3[CH:14]=[CH:15][C:16]([C:18]#[C:19][CH2:20][CH2:21][CH2:22]OS(C)(=O)=O)=[CH:17][C:12]=3[S:11][N:10]=2)=[CH:5][CH:4]=1.[CH2:30]([NH:32][CH2:33][CH2:34][OH:35])[CH3:31], predict the reaction product. The product is: [CH2:30]([N:32]([CH2:22][CH2:21][CH2:20][C:19]#[C:18][C:16]1[CH:15]=[CH:14][C:13]2[C:9]([C:6]3[CH:7]=[CH:8][C:3]([C:2]([F:29])([F:1])[F:28])=[CH:4][CH:5]=3)=[N:10][S:11][C:12]=2[CH:17]=1)[CH2:33][CH2:34][OH:35])[CH3:31]. (2) Given the reactants [CH3:1][N:2]([CH2:18][CH2:19][NH:20][S:21]([C:24]1[CH:29]=[C:28]([S:30]([C:33]2[CH:38]=[CH:37][CH:36]=[CH:35][CH:34]=2)(=[O:32])=[O:31])[CH:27]=[CH:26][C:25]=1[C:39]([F:42])([F:41])[F:40])(=[O:23])=[O:22])[C:3]([C:5]1[CH:17]=[CH:16][C:8]([CH2:9][P:10](=[O:15])([O:13]C)[O:11]C)=[CH:7][CH:6]=1)=[O:4].I[Si](C)(C)C, predict the reaction product. The product is: [CH3:1][N:2]([CH2:18][CH2:19][NH:20][S:21]([C:24]1[CH:29]=[C:28]([S:30]([C:33]2[CH:38]=[CH:37][CH:36]=[CH:35][CH:34]=2)(=[O:32])=[O:31])[CH:27]=[CH:26][C:25]=1[C:39]([F:42])([F:40])[F:41])(=[O:22])=[O:23])[C:3]([C:5]1[CH:6]=[CH:7][C:8]([CH2:9][P:10](=[O:11])([OH:13])[OH:15])=[CH:16][CH:17]=1)=[O:4]. (3) Given the reactants [Cl:1][C:2]1[N:7]=[C:6](Cl)[C:5]([F:9])=[CH:4][N:3]=1.[F:10][C:11]1[CH:17]=[CH:16][C:14]([NH2:15])=[CH:13][CH:12]=1.[CH3:18]CN(C(C)C)C(C)C, predict the reaction product. The product is: [Cl:1][C:2]1[N:7]=[C:6]([NH:15][C:14]2[CH:16]=[CH:17][C:11]([F:10])=[C:12]([CH3:18])[CH:13]=2)[C:5]([F:9])=[CH:4][N:3]=1. (4) Given the reactants Cl.Cl.[C:3]1([CH:9]([N:11]2[CH2:14][C:13]3([CH2:17][NH:16][CH2:15]3)[CH2:12]2)[CH3:10])[CH:8]=[CH:7][CH:6]=[CH:5][CH:4]=1.Cl.Cl.[C:20]1([CH:26]([N:28]2[CH2:31][C:30]3([CH2:34][N:33]([CH:35]([C:37]4[CH:42]=[CH:41][CH:40]=[CH:39][CH:38]=4)[CH3:36])[CH2:32]3)[CH2:29]2)[CH3:27])[CH:25]=[CH:24][CH:23]=[CH:22][CH:21]=1.[C:43](O[C:43]([O:45][C:46]([CH3:49])([CH3:48])[CH3:47])=[O:44])([O:45][C:46]([CH3:49])([CH3:48])[CH3:47])=[O:44].C(=O)(O)[O-].[Na+], predict the reaction product. The product is: [C:46]([O:45][C:43]([N:16]1[CH2:17][C:13]2([CH2:12][N:11]([CH:9]([C:3]3[CH:8]=[CH:7][CH:6]=[CH:5][CH:4]=3)[CH3:10])[CH2:14]2)[CH2:15]1)=[O:44])([CH3:49])([CH3:48])[CH3:47].[C:20]1([CH:26]([N:28]2[CH2:29][C:30]3([CH2:34][N:33]([CH:35]([C:37]4[CH:42]=[CH:41][CH:40]=[CH:39][CH:38]=4)[CH3:36])[CH2:32]3)[CH2:31]2)[CH3:27])[CH:21]=[CH:22][CH:23]=[CH:24][CH:25]=1. (5) Given the reactants [F:1][C:2]1[CH:11]=[C:10]2[C:5]([CH2:6][CH2:7][CH2:8][C:9]2=O)=[CH:4][CH:3]=1.[CH3:13][Mg]I, predict the reaction product. The product is: [F:1][C:2]1[CH:11]=[C:10]2[C:5](=[CH:4][CH:3]=1)[CH2:6][CH2:7][CH:8]=[C:9]2[CH3:13]. (6) Given the reactants [OH:1][CH2:2][CH2:3][N:4]1[CH:8]=[CH:7][CH:6]=[CH:5]1.C(N(CC)CC)C.[CH3:16][S:17](Cl)(=[O:19])=[O:18], predict the reaction product. The product is: [CH3:16][S:17]([O:1][CH2:2][CH2:3][N:4]1[CH:8]=[CH:7][CH:6]=[CH:5]1)(=[O:19])=[O:18]. (7) The product is: [CH3:21][S:22][C:2]1[C:3]([C:12]([F:15])([F:14])[F:13])=[CH:4][C:5]([N+:9]([O-:11])=[O:10])=[C:6]([NH2:8])[CH:7]=1. Given the reactants Cl[C:2]1[C:3]([C:12]([F:15])([F:14])[F:13])=[CH:4][C:5]([N+:9]([O-:11])=[O:10])=[C:6]([NH2:8])[CH:7]=1.CN(C=O)C.[CH3:21][S-:22].[Na+].O, predict the reaction product. (8) The product is: [C:35]([OH:41])(=[O:40])[CH2:36][C:37]([OH:39])=[O:38].[Cl:1][C:2]1[CH:3]=[CH:4][C:5]([C:6]([NH:8][CH:9]([CH2:21][C:22]2[C:31]3[C:26](=[CH:27][CH:28]=[CH:29][CH:30]=3)[NH:25][C:24](=[O:32])[CH:23]=2)[C:10]([O:12][CH2:13][CH2:14][N:15]2[CH2:16][CH2:17][O:18][CH2:19][CH2:20]2)=[O:11])=[O:7])=[CH:33][CH:34]=1. Given the reactants [Cl:1][C:2]1[CH:34]=[CH:33][C:5]([C:6]([NH:8][CH:9]([CH2:21][C:22]2[C:31]3[C:26](=[CH:27][CH:28]=[CH:29][CH:30]=3)[NH:25][C:24](=[O:32])[CH:23]=2)[C:10]([O:12][CH2:13][CH2:14][N:15]2[CH2:20][CH2:19][O:18][CH2:17][CH2:16]2)=[O:11])=[O:7])=[CH:4][CH:3]=1.[C:35]([OH:41])(=[O:40])[CH2:36][C:37]([OH:39])=[O:38], predict the reaction product. (9) Given the reactants [NH2:1][CH:2]1[CH2:7][CH2:6][N:5]([C:8]([O:10][C:11]([CH3:14])([CH3:13])[CH3:12])=[O:9])[CH2:4][CH:3]1[O:15][CH3:16].C(N(CC)CC)C.[C:24](Cl)(=[O:31])[C:25]1[CH:30]=[CH:29][CH:28]=[CH:27][CH:26]=1.O, predict the reaction product. The product is: [CH3:16][O:15][CH:3]1[CH:2]([NH:1][C:24]([C:25]2[CH:30]=[CH:29][CH:28]=[CH:27][CH:26]=2)=[O:31])[CH2:7][CH2:6][N:5]([C:8]([O:10][C:11]([CH3:12])([CH3:13])[CH3:14])=[O:9])[CH2:4]1. (10) The product is: [Si:15]([O:14][CH:11]1[CH2:12][CH2:13][C:8]([C:5]2[N:6]=[CH:7][C:2]([NH2:28])=[CH:3][C:4]=2[CH3:22])=[CH:9][CH2:10]1)([C:18]([CH3:21])([CH3:20])[CH3:19])([CH3:17])[CH3:16]. Given the reactants Br[C:2]1[CH:3]=[C:4]([CH3:22])[C:5]([C:8]2[CH2:13][CH2:12][CH:11]([O:14][Si:15]([C:18]([CH3:21])([CH3:20])[CH3:19])([CH3:17])[CH3:16])[CH2:10][CH:9]=2)=[N:6][CH:7]=1.BrC1C=C(C)C(C2CCC(N3CCOCC3)CC=2)=[N:28]C=1, predict the reaction product.